From a dataset of CYP1A2 inhibition data for predicting drug metabolism from PubChem BioAssay. Regression/Classification. Given a drug SMILES string, predict its absorption, distribution, metabolism, or excretion properties. Task type varies by dataset: regression for continuous measurements (e.g., permeability, clearance, half-life) or binary classification for categorical outcomes (e.g., BBB penetration, CYP inhibition). Dataset: cyp1a2_veith. (1) The compound is COc1cccc(C2=NOC(C(=O)Nc3cccnc3)C2)c1. The result is 1 (inhibitor). (2) The drug is CC(C)OC(=O)CSc1nc(-c2ccc(F)cc2)nc2ccc(F)cc12. The result is 1 (inhibitor). (3) The molecule is COc1ccccc1-c1nc(NCCc2cnc[nH]2)c2ccccc2n1. The result is 1 (inhibitor).